This data is from Peptide-MHC class II binding affinity with 134,281 pairs from IEDB. The task is: Regression. Given a peptide amino acid sequence and an MHC pseudo amino acid sequence, predict their binding affinity value. This is MHC class II binding data. The binding affinity (normalized) is 0.331. The peptide sequence is TSSTPEAVSLLCSDK. The MHC is HLA-DPA10301-DPB10402 with pseudo-sequence HLA-DPA10301-DPB10402.